Predict which catalyst facilitates the given reaction. From a dataset of Catalyst prediction with 721,799 reactions and 888 catalyst types from USPTO. (1) Reactant: [CH3:1][O:2][C:3]([C:5]1([NH:10][C:11]([CH:13]2[CH2:17][CH:16](OS(C3C=CC(Br)=CC=3)(=O)=O)[CH2:15][N:14]2[C:29](=[O:45])[CH:30]([NH:35][C:36]([O:38][CH:39]2[CH2:44][CH:43]3[CH:41]([CH2:42]3)[CH2:40]2)=[O:37])[C:31]([CH3:34])([CH3:33])[CH3:32])=[O:12])[CH2:7][CH:6]1[CH2:8][CH3:9])=[O:4].[Cl:46][C:47]1[C:48]([O:67][CH2:68][CH:69]([O:72][CH3:73])[O:70][CH3:71])=[CH:49][CH:50]=[C:51]2[C:56]=1[N:55]=[C:54]([C:57]1[N:58]=[C:59]([NH:62][CH:63]([CH3:65])[CH3:64])[S:60][CH:61]=1)[CH:53]=[C:52]2[OH:66].C(=O)([O-])[O-].[Cs+].[Cs+].[Li+].[Cl-]. Product: [CH3:1][O:2][C:3]([C:5]1([NH:10][C:11]([CH:13]2[CH2:17][CH:16]([O:66][C:52]3[C:51]4[C:56](=[C:47]([Cl:46])[C:48]([O:67][CH2:68][CH:69]([O:70][CH3:71])[O:72][CH3:73])=[CH:49][CH:50]=4)[N:55]=[C:54]([C:57]4[N:58]=[C:59]([NH:62][CH:63]([CH3:65])[CH3:64])[S:60][CH:61]=4)[CH:53]=3)[CH2:15][N:14]2[C:29](=[O:45])[CH:30]([NH:35][C:36]([O:38][CH:39]2[CH2:44][CH:43]3[CH:41]([CH2:42]3)[CH2:40]2)=[O:37])[C:31]([CH3:33])([CH3:34])[CH3:32])=[O:12])[CH2:7][CH:6]1[CH2:8][CH3:9])=[O:4]. The catalyst class is: 296. (2) Reactant: [C:1]([O:5][C:6]([N:8]1[CH2:13][CH2:12][C:11]([O:36][Si:37]([C:40]([CH3:43])([CH3:42])[CH3:41])([CH3:39])[CH3:38])([C:14]2[N:15]([CH2:27][CH2:28][O:29]C3CCCCO3)[CH:16]=[C:17]([C:19]3[CH:24]=[CH:23][C:22]([F:25])=[C:21]([CH3:26])[CH:20]=3)[N:18]=2)[CH2:10][CH2:9]1)=[O:7])([CH3:4])([CH3:3])[CH3:2].O.C1(C)C=CC(S(O)(=O)=O)=CC=1. Product: [C:1]([O:5][C:6]([N:8]1[CH2:9][CH2:10][C:11]([O:36][Si:37]([C:40]([CH3:43])([CH3:42])[CH3:41])([CH3:38])[CH3:39])([C:14]2[N:15]([CH2:27][CH2:28][OH:29])[CH:16]=[C:17]([C:19]3[CH:24]=[CH:23][C:22]([F:25])=[C:21]([CH3:26])[CH:20]=3)[N:18]=2)[CH2:12][CH2:13]1)=[O:7])([CH3:3])([CH3:2])[CH3:4]. The catalyst class is: 5. (3) Reactant: O[CH2:2][C:3]1([C:12]2[CH:17]=[CH:16][CH:15]=[C:14]([OH:18])[CH:13]=2)[CH2:9][CH2:8][CH2:7][CH2:6][N:5]([CH3:10])[C:4]1=[O:11].C1(P(C2C=CC=CC=2)C2C=CC=CC=2)C=CC=CC=1.C(Br)(Br)(Br)[Br:39]. Product: [Br:39][CH2:2][C:3]1([C:12]2[CH:17]=[CH:16][CH:15]=[C:14]([OH:18])[CH:13]=2)[CH2:9][CH2:8][CH2:7][CH2:6][N:5]([CH3:10])[C:4]1=[O:11]. The catalyst class is: 2. (4) Reactant: [CH2:1]([O:3][C:4]1[N:9]=[CH:8][C:7]([S:10]([N:13]2[CH2:18][CH2:17][N:16]([CH2:19][CH3:20])[CH2:15][CH2:14]2)(=[O:12])=[O:11])=[CH:6][C:5]=1[CH:21]1[NH:26][C:25]2=[C:27]([CH2:37][CH3:38])[N:28]([CH2:30][C:31]3[CH:36]=[CH:35][CH:34]=[CH:33][N:32]=3)[N:29]=[C:24]2[C:23](=[O:39])[NH:22]1)[CH3:2].FC(F)(F)C(O)=O. Product: [CH2:1]([O:3][C:4]1[N:9]=[CH:8][C:7]([S:10]([N:13]2[CH2:18][CH2:17][N:16]([CH2:19][CH3:20])[CH2:15][CH2:14]2)(=[O:11])=[O:12])=[CH:6][C:5]=1[C:21]1[NH:22][C:23](=[O:39])[C:24]2[C:25](=[C:27]([CH2:37][CH3:38])[N:28]([CH2:30][C:31]3[CH:36]=[CH:35][CH:34]=[CH:33][N:32]=3)[N:29]=2)[N:26]=1)[CH3:2]. The catalyst class is: 787. (5) Reactant: [CH:1]1([CH:7]([NH:24][C:25]2[CH:33]=[CH:32][C:28]([C:29](O)=[O:30])=[CH:27][CH:26]=2)[C:8]2[S:9][C:10]([C:14]3[CH:19]=[CH:18][C:17]([C:20]([F:23])([F:22])[F:21])=[CH:16][CH:15]=3)=[CH:11][C:12]=2[CH3:13])[CH2:6][CH2:5][CH2:4][CH2:3][CH2:2]1.[CH3:34][NH:35][CH2:36][CH2:37][C:38]([O:40]CC)=[O:39].Cl.C(N=C=NCCCN(C)C)C.O.OC1C2N=NNC=2C=CC=1. Product: [CH:1]1([CH:7]([NH:24][C:25]2[CH:26]=[CH:27][C:28]([C:29]([N:35]([CH3:34])[CH2:36][CH2:37][C:38]([OH:40])=[O:39])=[O:30])=[CH:32][CH:33]=2)[C:8]2[S:9][C:10]([C:14]3[CH:19]=[CH:18][C:17]([C:20]([F:22])([F:23])[F:21])=[CH:16][CH:15]=3)=[CH:11][C:12]=2[CH3:13])[CH2:6][CH2:5][CH2:4][CH2:3][CH2:2]1. The catalyst class is: 842. (6) Reactant: [Cl:1][C:2]1[CH:7]=[CH:6][C:5]([CH:8]([C:18]2[CH:23]=[CH:22][CH:21]=[CH:20][CH:19]=2)[N:9]2[CH2:14][CH2:13][N:12]([CH2:15][CH2:16][OH:17])[CH2:11][CH2:10]2)=[CH:4][CH:3]=1.[OH-].[K+].Cl[CH2:27][C:28]([O-:30])=[O:29].[Na+].O. Product: [Cl:1][C:2]1[CH:3]=[CH:4][C:5]([CH:8]([C:18]2[CH:19]=[CH:20][CH:21]=[CH:22][CH:23]=2)[N:9]2[CH2:10][CH2:11][N:12]([CH2:15][CH2:16][O:17][CH2:27][C:28]([OH:30])=[O:29])[CH2:13][CH2:14]2)=[CH:6][CH:7]=1. The catalyst class is: 9. (7) Reactant: C(O[BH-](OC(=O)C)OC(=O)C)(=O)C.[Na+].[C:15]1([C:21]2([CH:31]=O)[CH2:30][CH2:29][C:24]3([O:28][CH2:27][CH2:26][O:25]3)[CH2:23][CH2:22]2)[CH:20]=[CH:19][CH:18]=[CH:17][CH:16]=1.[F:33][C:34]([F:48])([F:47])[C:35]1[CH:36]=[C:37]([CH2:45][NH2:46])[CH:38]=[C:39]([C:41]([F:44])([F:43])[F:42])[CH:40]=1.C(=O)([O-])O.[Na+]. Product: [C:15]1([C:21]2([CH2:31][NH:46][CH2:45][C:37]3[CH:38]=[C:39]([C:41]([F:42])([F:43])[F:44])[CH:40]=[C:35]([C:34]([F:33])([F:47])[F:48])[CH:36]=3)[CH2:30][CH2:29][C:24]3([O:25][CH2:26][CH2:27][O:28]3)[CH2:23][CH2:22]2)[CH:20]=[CH:19][CH:18]=[CH:17][CH:16]=1. The catalyst class is: 68.